From a dataset of Forward reaction prediction with 1.9M reactions from USPTO patents (1976-2016). Predict the product of the given reaction. (1) Given the reactants [CH3:1]COCC.[OH-].[K+].CN(N=O)C(N[N+]([O-])=O)=N.[O:18]([C:25]1[CH:26]=[C:27]([CH:44]=[CH:45][CH:46]=1)[CH2:28][O:29][C:30]12[CH2:36][C:33]([CH2:37]/[CH:38]=[CH:39]/[C:40]([O:42][CH3:43])=[O:41])([CH2:34][CH2:35]1)[CH2:32][CH2:31]2)[C:19]1[CH:24]=[CH:23][CH:22]=[CH:21][CH:20]=1, predict the reaction product. The product is: [O:18]([C:25]1[CH:26]=[C:27]([CH:44]=[CH:45][CH:46]=1)[CH2:28][O:29][C:30]12[CH2:36][C:33]([CH2:37][CH:38]3[CH2:1][CH:39]3[C:40]([O:42][CH3:43])=[O:41])([CH2:32][CH2:31]1)[CH2:34][CH2:35]2)[C:19]1[CH:24]=[CH:23][CH:22]=[CH:21][CH:20]=1. (2) The product is: [CH2:18]([NH:22][S:1]([C:4]1[C:16]2[CH:15]=[CH:14][CH:13]=[C:9]([N:10]([CH3:12])[CH3:11])[C:8]=2[CH:7]=[CH:6][CH:5]=1)(=[O:3])=[O:2])[CH2:19][CH2:20][CH3:21]. Given the reactants [S:1](Cl)([C:4]1[C:16]2[CH:15]=[CH:14][CH:13]=[C:9]([N:10]([CH3:12])[CH3:11])[C:8]=2[CH:7]=[CH:6][CH:5]=1)(=[O:3])=[O:2].[CH2:18]([NH2:22])[CH2:19][CH2:20][CH3:21].C(=O)([O-])[O-].[K+].[K+].C(#N)C, predict the reaction product. (3) Given the reactants [N:1]1[CH:6]=[CH:5][C:4]([N:7]2[CH2:15][CH2:14][CH:10]([C:11]([OH:13])=O)[CH2:9][CH2:8]2)=[CH:3][CH:2]=1.S(Cl)(Cl)=O.[NH2:20][C:21]1[CH:37]=[CH:36][CH:35]=[CH:34][C:22]=1[C:23]([NH:25][C:26]1[CH:31]=[CH:30][C:29]([O:32][CH3:33])=[CH:28][CH:27]=1)=[O:24].N1C=CC=CC=1, predict the reaction product. The product is: [CH3:33][O:32][C:29]1[CH:28]=[CH:27][C:26]([NH:25][C:23](=[O:24])[C:22]2[CH:34]=[CH:35][CH:36]=[CH:37][C:21]=2[NH:20][C:11]([CH:10]2[CH2:9][CH2:8][N:7]([C:4]3[CH:3]=[CH:2][N:1]=[CH:6][CH:5]=3)[CH2:15][CH2:14]2)=[O:13])=[CH:31][CH:30]=1. (4) Given the reactants [NH2:1][C:2]1[CH:10]=[CH:9][C:8]([CH3:11])=[CH:7][C:3]=1[C:4]([OH:6])=[O:5].[F:12][C:13]1[CH:18]=[CH:17][C:16]([S:19](Cl)(=[O:21])=[O:20])=[CH:15][CH:14]=1.C(=O)([O-])[O-].[Na+].[Na+], predict the reaction product. The product is: [F:12][C:13]1[CH:18]=[CH:17][C:16]([S:19]([NH:1][C:2]2[CH:10]=[CH:9][C:8]([CH3:11])=[CH:7][C:3]=2[C:4]([OH:6])=[O:5])(=[O:21])=[O:20])=[CH:15][CH:14]=1. (5) Given the reactants [CH3:1][O:2][CH2:3][CH2:4][O:5][C:6]1[CH:11]=[CH:10][C:9]([C:12]2[N:13]=[C:14]3[CH:19]=[CH:18][C:17](Cl)=[N:16][N:15]3[CH:21]=2)=[CH:8][CH:7]=1.[CH2:22]([Mg]Br)[CH2:23][CH2:24][CH3:25].BrCCCC.[Mg].II.[Cl-].[NH4+], predict the reaction product. The product is: [CH3:1][O:2][CH2:3][CH2:4][O:5][C:6]1[CH:11]=[CH:10][C:9]([C:12]2[N:13]=[C:14]3[CH:19]=[CH:18][C:17]([CH2:22][CH2:23][CH2:24][CH3:25])=[N:16][N:15]3[CH:21]=2)=[CH:8][CH:7]=1. (6) Given the reactants [NH2:1][C:2]1[CH:16]=[CH:15][C:5]2[C:6](=[O:14])[NH:7][C:8]3[C:13]([C:4]=2[CH:3]=1)=[CH:12][CH:11]=[CH:10][N:9]=3.Br[CH:18]([CH3:25])[CH2:19][C:20]([O:22][CH2:23][CH3:24])=[O:21], predict the reaction product. The product is: [O:14]=[C:6]1[C:5]2[CH:15]=[CH:16][C:2]([NH:1][CH2:25][CH2:18][CH2:19][C:20]([O:22][CH2:23][CH3:24])=[O:21])=[CH:3][C:4]=2[C:13]2[C:8](=[N:9][CH:10]=[CH:11][CH:12]=2)[NH:7]1. (7) Given the reactants [CH2:1]([O:4][N:5]1C(=O)C2=CC=CC=C2C1=O)[C:2]#[CH:3].O.NN.[OH:19][C:20]1[CH:25]=[CH:24][C:23]([C:26](=O)[CH3:27])=[CH:22][C:21]=1[CH3:29].C(=O)(O)[O-].[Na+], predict the reaction product. The product is: [CH3:29][C:21]1[CH:22]=[C:23]([C:26](=[N:5][O:4][CH2:1][C:2]#[CH:3])[CH3:27])[CH:24]=[CH:25][C:20]=1[OH:19]. (8) Given the reactants [CH3:1][O:2][C:3]1[CH:8]=[CH:7][C:6]([C:9]2[CH:10]=C(C#N)[C:12](=[O:23])[NH:13][C:14]=2[C:15]2[CH:20]=[CH:19][C:18]([O:21][CH3:22])=[CH:17][CH:16]=2)=[CH:5][CH:4]=1.[OH-:26].[K+].O.Cl.[CH2:30]([OH:33])[CH2:31]O, predict the reaction product. The product is: [CH3:1][O:2][C:3]1[CH:8]=[CH:7][C:6]([C:9]2[CH:10]=[C:31]([C:30]([OH:33])=[O:26])[C:12](=[O:23])[NH:13][C:14]=2[C:15]2[CH:20]=[CH:19][C:18]([O:21][CH3:22])=[CH:17][CH:16]=2)=[CH:5][CH:4]=1.